From a dataset of Catalyst prediction with 721,799 reactions and 888 catalyst types from USPTO. Predict which catalyst facilitates the given reaction. (1) Reactant: C[O:2][C:3]1[CH:8]=[CH:7][C:6]([C:9]2[NH:13][C:12]3[CH:14]=[CH:15][CH:16]=[C:17]([C:18]([O:20][CH3:21])=[O:19])[C:11]=3[N:10]=2)=[CH:5][CH:4]=1.B(Br)(Br)Br. Product: [OH:2][C:3]1[CH:4]=[CH:5][C:6]([C:9]2[NH:13][C:12]3[CH:14]=[CH:15][CH:16]=[C:17]([C:18]([O:20][CH3:21])=[O:19])[C:11]=3[N:10]=2)=[CH:7][CH:8]=1. The catalyst class is: 4. (2) Reactant: C(OC([N:11]1[CH2:16][CH2:15][C@:14]([CH2:18][C:19]2[CH:24]=[CH:23][CH:22]=[CH:21][CH:20]=2)([OH:17])[C@@H:13]([OH:25])[CH2:12]1)=O)C1C=CC=CC=1. Product: [CH2:18]([C@:14]1([OH:17])[CH2:15][CH2:16][NH:11][CH2:12][C@@H:13]1[OH:25])[C:19]1[CH:20]=[CH:21][CH:22]=[CH:23][CH:24]=1. The catalyst class is: 50.